Dataset: Forward reaction prediction with 1.9M reactions from USPTO patents (1976-2016). Task: Predict the product of the given reaction. The product is: [Cl:1][C:2]1[CH:3]=[CH:4][C:5]([O:12][CH2:13][C:14]([N:16]2[CH2:21][C@H:20]([CH3:22])[N:19]([CH2:23][C:24]3[CH:25]=[CH:26][C:27]([F:30])=[CH:28][CH:29]=3)[CH2:18][C@H:17]2[CH3:31])=[O:15])=[C:6]([S:8]([NH:11][C:36]([NH:35][CH:32]([CH3:34])[CH3:33])=[O:37])(=[O:9])=[O:10])[CH:7]=1. Given the reactants [Cl:1][C:2]1[CH:3]=[CH:4][C:5]([O:12][CH2:13][C:14]([N:16]2[CH2:21][C@H:20]([CH3:22])[N:19]([CH2:23][C:24]3[CH:29]=[CH:28][C:27]([F:30])=[CH:26][CH:25]=3)[CH2:18][C@H:17]2[CH3:31])=[O:15])=[C:6]([S:8]([NH2:11])(=[O:10])=[O:9])[CH:7]=1.[CH:32]([N:35]=[C:36]=[O:37])([CH3:34])[CH3:33].CCCCCCC=CCCC, predict the reaction product.